From a dataset of Forward reaction prediction with 1.9M reactions from USPTO patents (1976-2016). Predict the product of the given reaction. Given the reactants C[O-].[Na+].[N+](C(C)C)([O-])=[O:5].[Cl:10][C:11]1[C:12]([CH3:20])=[C:13]([C:16]([Cl:19])=[CH:17][CH:18]=1)[CH2:14]Br.Cl, predict the reaction product. The product is: [Cl:10][C:11]1[C:12]([CH3:20])=[C:13]([C:16]([Cl:19])=[CH:17][CH:18]=1)[CH:14]=[O:5].